This data is from Forward reaction prediction with 1.9M reactions from USPTO patents (1976-2016). The task is: Predict the product of the given reaction. (1) Given the reactants [C:1]1([NH2:8])[CH:6]=[CH:5][C:4]([NH2:7])=[CH:3][CH:2]=1.[CH3:9][C:10]1[C:16]([OH:17])=[CH:15][CH:14]=[CH:13][C:11]=1[OH:12].[NH3:18], predict the reaction product. The product is: [NH2:7][C:4]1[CH:5]=[CH:6][C:1]([NH:8][C:13]2[C:11](=[O:12])[C:10]([CH3:9])=[C:16]([OH:17])[C:15](=[N:18][C:1]3[CH:6]=[CH:5][C:4]([NH2:7])=[CH:3][CH:2]=3)[CH:14]=2)=[CH:2][CH:3]=1. (2) Given the reactants [CH2:1]=[CH:2][CH2:3][CH:4]([C:8]1[CH:9]=[CH:10][C:11]([NH:19][C:20](=[O:26])[O:21][C:22]([CH3:25])([CH3:24])[CH3:23])=[C:12]2[C:16]=1[CH2:15][N:14]([CH3:17])[C:13]2=[O:18])[CH2:5]C=C, predict the reaction product. The product is: [CH:4]1([C:8]2[CH:9]=[CH:10][C:11]([NH:19][C:20](=[O:26])[O:21][C:22]([CH3:23])([CH3:25])[CH3:24])=[C:12]3[C:16]=2[CH2:15][N:14]([CH3:17])[C:13]3=[O:18])[CH2:5][CH:1]=[CH:2][CH2:3]1. (3) Given the reactants [OH:1][CH2:2][CH2:3][NH:4][S:5]([C:8]1[CH:13]=[CH:12][CH:11]=[CH:10][C:9]=1[N+:14]([O-])=O)(=[O:7])=[O:6], predict the reaction product. The product is: [NH2:14][C:9]1[CH:10]=[CH:11][CH:12]=[CH:13][C:8]=1[S:5]([NH:4][CH2:3][CH2:2][OH:1])(=[O:7])=[O:6].